From a dataset of Full USPTO retrosynthesis dataset with 1.9M reactions from patents (1976-2016). Predict the reactants needed to synthesize the given product. (1) Given the product [C:8]([C:6]1[CH:7]=[C:2]([NH:1][S:13]([CH3:12])(=[O:15])=[O:14])[CH:3]=[CH:4][C:5]=1[Cl:11])(=[O:10])[CH3:9], predict the reactants needed to synthesize it. The reactants are: [NH2:1][C:2]1[CH:3]=[CH:4][C:5]([Cl:11])=[C:6]([C:8](=[O:10])[CH3:9])[CH:7]=1.[CH3:12][S:13](Cl)(=[O:15])=[O:14].O. (2) Given the product [CH3:1][C:2]([CH3:20])([CH3:19])[C:3]([O:5][CH2:6][N:7]1[C:15]2[N:14]=[CH:13][N:12]([CH2:27][C:28]#[C:29][CH3:30])[C:11]=2[C:10](=[O:16])[N:9]([CH3:17])[C:8]1=[O:18])=[O:4], predict the reactants needed to synthesize it. The reactants are: [CH3:1][C:2]([CH3:20])([CH3:19])[C:3]([O:5][CH2:6][N:7]1[C:15]2[N:14]=[CH:13][NH:12][C:11]=2[C:10](=[O:16])[N:9]([CH3:17])[C:8]1=[O:18])=[O:4].C(=O)([O-])[O-].[K+].[K+].[CH2:27](Br)[C:28]#[C:29][CH3:30]. (3) Given the product [N:23]1([C:10]2[CH:11]([C:13]3[S:14][CH:15]=[CH:16][CH:17]=3)[N:12]=[C:6]([C:2]3[O:1][CH:5]=[CH:4][CH:3]=3)[C:7]3[CH:22]=[CH:21][CH:20]=[N:19][C:8]=3[N:9]=2)[CH2:26][CH2:25][CH2:24]1, predict the reactants needed to synthesize it. The reactants are: [O:1]1[CH:5]=[CH:4][CH:3]=[C:2]1[C:6]1[C:7]2[CH:22]=[CH:21][CH:20]=[N:19][C:8]=2[NH:9][C:10](=O)[CH:11]([C:13]2[S:14][CH:15]=[CH:16][CH:17]=2)[N:12]=1.[NH:23]1[CH2:26][CH2:25][CH2:24]1. (4) Given the product [O:6]1[CH:5]=[CH:4][CH:3]=[C:2]1[CH2:1][N:7]1[C:11](=[O:12])[C:10]2[C:9](=[CH:17][CH:16]=[CH:15][CH:14]=2)[C:8]1=[O:13], predict the reactants needed to synthesize it. The reactants are: [CH2:1]([NH2:7])[C:2]1[O:6][CH:5]=[CH:4][CH:3]=1.[C:8]1(=O)[O:13][C:11](=[O:12])[C:10]2=[CH:14][CH:15]=[CH:16][CH:17]=[C:9]12. (5) Given the product [Cl:1][C:2]1[CH:3]=[C:4]([NH:9][C:10]2[CH:15]=[CH:14][C:13]([N:16]3[CH2:21][CH2:20][N:19]([CH:25]4[CH2:26][O:23][CH2:24]4)[CH2:18][C@@H:17]3[CH3:22])=[CH:12][N:11]=2)[C:5](=[O:8])[NH:6][N:7]=1, predict the reactants needed to synthesize it. The reactants are: [Cl:1][C:2]1[CH:3]=[C:4]([NH:9][C:10]2[CH:15]=[CH:14][C:13]([N:16]3[CH2:21][CH2:20][NH:19][CH2:18][C@@H:17]3[CH3:22])=[CH:12][N:11]=2)[C:5](=[O:8])[NH:6][N:7]=1.[O:23]1[CH2:26][C:25](=O)[CH2:24]1.[BH3-]C#N.[Na+]. (6) Given the product [N:1]1[N:9]2[C:4]([N:5]=[C:6]3[C:7](=[C:8]2[OH:10])[CH2:11][O:17][CH2:15]3)=[CH:3][CH:2]=1, predict the reactants needed to synthesize it. The reactants are: [N:1]1[N:9]2[C:4]([N:5]=[C:6]3[CH2:15]CCC[CH2:11][C:7]3=[C:8]2[OH:10])=[CH:3][CH:2]=1.C[O:17]C(C1C(=O)COC1)=O.N1NC(N)=CC=1. (7) Given the product [CH3:1][O:2][C:3]1[CH:8]=[CH:7][C:6]([C:9]2[N:14]=[CH:13][C:12]([CH2:15][O:16][S:31]([CH3:30])(=[O:33])=[O:32])=[N:23][CH:27]=2)=[C:5]([C:17]([F:18])([F:19])[F:20])[CH:4]=1, predict the reactants needed to synthesize it. The reactants are: [CH3:1][O:2][C:3]1[CH:8]=[CH:7][C:6]([C:9]2[N:14]=[CH:13][C:12]([CH2:15][OH:16])=CN=2)=[C:5]([C:17]([F:20])([F:19])[F:18])[CH:4]=1.CC[N:23]([CH:27](C)C)C(C)C.[CH3:30][S:31](Cl)(=[O:33])=[O:32]. (8) Given the product [Cl:20][C:11]1[CH:10]=[C:9](/[CH:8]=[C:4]2/[C:5](=[O:7])[N:6]3[CH:23]=[C:24]([C:26]4[NH:30][CH:29]=[N:28][CH:27]=4)[N:1]=[C:2]3[S:3]/2)[CH:14]=[C:13]([O:15][CH2:16][CH2:17][CH3:18])[C:12]=1[OH:19], predict the reactants needed to synthesize it. The reactants are: [NH2:1][C:2]1[S:3]/[C:4](=[CH:8]\[C:9]2[CH:14]=[C:13]([O:15][CH2:16][CH2:17][CH3:18])[C:12]([OH:19])=[C:11]([Cl:20])[CH:10]=2)/[C:5](=[O:7])[N:6]=1.Br.Br[CH2:23][C:24]([C:26]1[NH:30][CH:29]=[N:28][CH:27]=1)=O. (9) Given the product [CH3:22][NH:23][C:10]([C@@H:9]([NH:8][C:6](=[O:7])[O:5][C:1]([CH3:4])([CH3:3])[CH3:2])[CH2:13][CH:14]1[CH2:19][CH2:18][CH:17]([CH3:20])[CH2:16][CH2:15]1)=[O:11], predict the reactants needed to synthesize it. The reactants are: [C:1]([O:5][C:6]([NH:8][C@@H:9]([CH2:13][CH:14]1[CH2:19][CH2:18][CH:17]([CH3:20])[CH2:16][CH2:15]1)[C:10](O)=[O:11])=[O:7])([CH3:4])([CH3:3])[CH3:2].C[CH2:22][N:23]=C=NCCCN(C)C.Cl.C1C=CC2N(O)N=NC=2C=1.CCN(C(C)C)C(C)C.CN.CCO. (10) Given the product [NH2:21][C:22]1[C:27]([C:28]([NH:30][C:31]2[CH:32]=[CH:33][C:34]([S:37](=[O:41])(=[O:40])[NH:38][CH3:39])=[CH:35][CH:36]=2)=[O:29])=[C:26]([NH:1][C@H:2]([C:4]2[N:9]([C:10]3[CH:15]=[CH:14][CH:13]=[CH:12][CH:11]=3)[C:8](=[O:16])[C:7]3=[C:17]([CH3:20])[CH:18]=[CH:19][N:6]3[N:5]=2)[CH3:3])[N:25]=[CH:24][N:23]=1, predict the reactants needed to synthesize it. The reactants are: [NH2:1][C@H:2]([C:4]1[N:9]([C:10]2[CH:15]=[CH:14][CH:13]=[CH:12][CH:11]=2)[C:8](=[O:16])[C:7]2=[C:17]([CH3:20])[CH:18]=[CH:19][N:6]2[N:5]=1)[CH3:3].[NH2:21][C:22]1[C:27]([C:28]([NH:30][C:31]2[CH:36]=[CH:35][C:34]([S:37](=[O:41])(=[O:40])[NH:38][CH3:39])=[CH:33][CH:32]=2)=[O:29])=[C:26](Cl)[N:25]=[CH:24][N:23]=1.CCN(C(C)C)C(C)C.[F-].[Cs+].